This data is from Catalyst prediction with 721,799 reactions and 888 catalyst types from USPTO. The task is: Predict which catalyst facilitates the given reaction. (1) Reactant: [NH2:1][CH2:2][CH:3]([OH:11])[CH2:4][CH:5]1[CH2:10][CH2:9][CH2:8][CH2:7][CH2:6]1.Cl[C:13](=[O:19])[C:14]([O:16][CH2:17][CH3:18])=[O:15]. Product: [CH:5]1([CH2:4][CH:3]([OH:11])[CH2:2][NH:1][C:13](=[O:19])[C:14]([O:16][CH2:17][CH3:18])=[O:15])[CH2:6][CH2:7][CH2:8][CH2:9][CH2:10]1. The catalyst class is: 2. (2) Reactant: I[CH:2]([CH3:4])[CH3:3].[CH:5]1([C:8]2[C:15]([CH:16]3[CH2:18][CH2:17]3)=[CH:14][C:11]([CH:12]=[O:13])=[C:10]([OH:19])[C:9]=2[F:20])[CH2:7][CH2:6]1.C(=O)([O-])[O-].[K+].[K+].CN(C=O)C. Product: [CH:5]1([C:8]2[C:15]([CH:16]3[CH2:18][CH2:17]3)=[CH:14][C:11]([CH:12]=[O:13])=[C:10]([O:19][CH:2]([CH3:4])[CH3:3])[C:9]=2[F:20])[CH2:6][CH2:7]1. The catalyst class is: 84. (3) Reactant: [Si:1]([O:8][C:9]([CH3:24])([CH3:23])[CH2:10][O:11][N:12]1C(=O)C2C(=CC=CC=2)C1=O)([C:4]([CH3:7])([CH3:6])[CH3:5])([CH3:3])[CH3:2].CNN. Product: [Si:1]([O:8][C:9]([CH3:24])([CH3:23])[CH2:10][O:11][NH2:12])([C:4]([CH3:7])([CH3:6])[CH3:5])([CH3:3])[CH3:2]. The catalyst class is: 343. (4) Reactant: FC(F)(F)C(O)=O.C(OC([N:15]1[CH2:20][CH2:19][N:18]([C:21]2[C:26]([N:27]3[CH2:32][CH2:31][CH2:30][CH2:29][CH2:28]3)=[N:25][CH:24]=[CH:23][N:22]=2)[CH2:17][CH2:16]1)=O)(C)(C)C. Product: [N:27]1([C:26]2[C:21]([N:18]3[CH2:19][CH2:20][NH:15][CH2:16][CH2:17]3)=[N:22][CH:23]=[CH:24][N:25]=2)[CH2:32][CH2:31][CH2:30][CH2:29][CH2:28]1. The catalyst class is: 2. (5) Reactant: C(OC([NH:8][CH:9]([CH2:14][C:15]1[CH:20]=[CH:19][C:18]([O:21][CH2:22][CH2:23][N:24]2[C:28]3[CH:29]=[CH:30][C:31]([C:33](=[N:40][O:41][CH3:42])[C:34]4[CH:39]=[CH:38][CH:37]=[CH:36][CH:35]=4)=[CH:32][C:27]=3[S:26][C:25]2=[O:43])=[CH:17][CH:16]=1)[C:10]([O:12][CH3:13])=[O:11])=O)(C)(C)C.C(O)(C(F)(F)F)=O. Product: [NH2:8][CH:9]([CH2:14][C:15]1[CH:20]=[CH:19][C:18]([O:21][CH2:22][CH2:23][N:24]2[C:28]3[CH:29]=[CH:30][C:31]([C:33](=[N:40][O:41][CH3:42])[C:34]4[CH:39]=[CH:38][CH:37]=[CH:36][CH:35]=4)=[CH:32][C:27]=3[S:26][C:25]2=[O:43])=[CH:17][CH:16]=1)[C:10]([O:12][CH3:13])=[O:11]. The catalyst class is: 2. (6) Reactant: [N+:1]([C:4]1[CH:42]=[CH:41][C:7]([C:8]([O:10][C@@:11]([C:18]2[N:19]=[N:20][N:21]([CH2:23][C:24]3[CH:33]=[C:32]4[C:27]([C:28]([C:36]([O:38]CC)=[CH2:37])=[CH:29][C:30]([C:34]#[N:35])=[N:31]4)=[CH:26][CH:25]=3)[CH:22]=2)([C:14]([F:17])([F:16])[F:15])[CH2:12][CH3:13])=[O:9])=[CH:6][CH:5]=1)([O-:3])=[O:2].C1C(=O)N([Br:50])C(=O)C1. Product: [N+:1]([C:4]1[CH:42]=[CH:41][C:7]([C:8]([O:10][C@@:11]([C:18]2[N:19]=[N:20][N:21]([CH2:23][C:24]3[CH:33]=[C:32]4[C:27]([C:28]([C:36](=[O:37])[CH2:38][Br:50])=[CH:29][C:30]([C:34]#[N:35])=[N:31]4)=[CH:26][CH:25]=3)[CH:22]=2)([C:14]([F:17])([F:16])[F:15])[CH2:12][CH3:13])=[O:9])=[CH:6][CH:5]=1)([O-:3])=[O:2]. The catalyst class is: 20. (7) Reactant: [F:1][C:2]1[CH:7]=[C:6]([C:8]([OH:11])([CH3:10])[CH3:9])[CH:5]=[CH:4][C:3]=1[CH:12]([N:14]1C(=O)C2C(=CC=CC=2)C1=O)[CH3:13].O.NN. Product: [NH2:14][CH:12]([C:3]1[CH:4]=[CH:5][C:6]([C:8]([OH:11])([CH3:9])[CH3:10])=[CH:7][C:2]=1[F:1])[CH3:13]. The catalyst class is: 5. (8) Reactant: C([Cl:4])(=O)C.CC(O)C.[NH2:9][CH2:10][C:11]1([OH:18])[CH2:17][CH2:16][CH2:15][CH2:14][CH2:13][CH2:12]1. Product: [ClH:4].[NH2:9][CH2:10][C:11]1([OH:18])[CH2:17][CH2:16][CH2:15][CH2:14][CH2:13][CH2:12]1. The catalyst class is: 7.